This data is from Reaction yield outcomes from USPTO patents with 853,638 reactions. The task is: Predict the reaction yield, written as a fraction of the theoretical maximum amount of product (1.0 means a 100% yield; for example, 0.34 means a 34% yield). (1) The reactants are [CH2:1]([O:8][C:9]([CH2:11][CH2:12][CH2:13]OC1C=CC(B(O)O)=CC=1)=[O:10])[C:2]1[CH:7]=[CH:6][CH:5]=[CH:4][CH:3]=1.[B:24]([C:27]1[CH:32]=[CH:31]C(CCC(O)=O)=[CH:29][CH:28]=1)([OH:26])[OH:25].C(Br)C1C=CC=CC=1. No catalyst specified. The product is [CH2:1]([O:8][C:9](=[O:10])[CH2:11][CH2:12][C:13]1[CH:31]=[CH:32][C:27]([B:24]([OH:26])[OH:25])=[CH:28][CH:29]=1)[C:2]1[CH:3]=[CH:4][CH:5]=[CH:6][CH:7]=1. The yield is 0.620. (2) The reactants are COC1C=C(OC)C=CC=1C[N:6]([C:30]1[CH:35]=[CH:34][N:33]=[CH:32][N:31]=1)[S:7]([C:10]1[CH:15]=[C:14]([F:16])[C:13]([O:17][C@H:18]2[CH2:22][CH2:21][CH2:20][C@@H:19]2[C:23]2[N:27]([CH3:28])[N:26]=[CH:25][CH:24]=2)=[CH:12][C:11]=1[F:29])(=[O:9])=[O:8].C([SiH](CC)CC)C.FC(F)(F)C(O)=O. The catalyst is ClCCl. The product is [F:29][C:11]1[CH:12]=[C:13]([O:17][C@H:18]2[CH2:22][CH2:21][CH2:20][C@@H:19]2[C:23]2[N:27]([CH3:28])[N:26]=[CH:25][CH:24]=2)[C:14]([F:16])=[CH:15][C:10]=1[S:7]([NH:6][C:30]1[CH:35]=[CH:34][N:33]=[CH:32][N:31]=1)(=[O:8])=[O:9]. The yield is 0.790. (3) The reactants are [NH:1]1[CH2:6][CH2:5][CH2:4][C@@H:3]([NH:7][C:8]2[C:9]3[CH:16]=[CH:15][NH:14][C:10]=3[N:11]=[CH:12][N:13]=2)[CH2:2]1.N1C2NC=CC=2C(N[C@@H]2CCCN(C(OC(C)(C)C)=O)C2)=NC=1.[ClH:40]. The catalyst is O1CCOCC1.C(OCC)C. The product is [ClH:40].[NH:1]1[CH2:6][CH2:5][CH2:4][C@@H:3]([NH:7][C:8]2[C:9]3[CH:16]=[CH:15][NH:14][C:10]=3[N:11]=[CH:12][N:13]=2)[CH2:2]1. The yield is 0.920.